Dataset: Forward reaction prediction with 1.9M reactions from USPTO patents (1976-2016). Task: Predict the product of the given reaction. (1) Given the reactants [Cl:1][C:2]1[CH:26]=[CH:25][CH:24]=[CH:23][C:3]=1[CH2:4][C:5]1([CH3:22])[N:9]([CH3:10])[C:8](=[O:11])[N:7](CC2C=CC(OC)=CC=2)[C:6]1=[O:21].C([O-])(O)=O.[Na+].O, predict the reaction product. The product is: [Cl:1][C:2]1[CH:26]=[CH:25][CH:24]=[CH:23][C:3]=1[CH2:4][C:5]1([CH3:22])[N:9]([CH3:10])[C:8](=[O:11])[NH:7][C:6]1=[O:21]. (2) Given the reactants [C:1]([OH:4])(=[O:3])[CH3:2].[CH2:5]=[O:6].[CH3:7][OH:8].O=O, predict the reaction product. The product is: [C:1]([OH:4])(=[O:3])[CH:2]=[CH2:5].[C:5]([O:8][CH3:7])(=[O:6])[CH:1]=[CH2:2].